Predict the reactants needed to synthesize the given product. From a dataset of Full USPTO retrosynthesis dataset with 1.9M reactions from patents (1976-2016). Given the product [CH3:1][O:2][C:3](=[O:26])[CH2:4][C@H:5]1[C:9]2[CH:10]=[CH:11][C:12]([O:14][C@H:15]3[C:23]4[C:18](=[C:19]([O:25][C:28]5[CH:33]=[N:32][CH:31]=[CH:30][N:29]=5)[CH:20]=[CH:21][C:22]=4[F:24])[CH2:17][CH2:16]3)=[CH:13][C:8]=2[O:7][CH2:6]1, predict the reactants needed to synthesize it. The reactants are: [CH3:1][O:2][C:3](=[O:26])[CH2:4][C@H:5]1[C:9]2[CH:10]=[CH:11][C:12]([O:14][C@H:15]3[C:23]4[C:18](=[C:19]([OH:25])[CH:20]=[CH:21][C:22]=4[F:24])[CH2:17][CH2:16]3)=[CH:13][C:8]=2[O:7][CH2:6]1.F[C:28]1[CH:33]=[N:32][CH:31]=[CH:30][N:29]=1.